From a dataset of Reaction yield outcomes from USPTO patents with 853,638 reactions. Predict the reaction yield, written as a fraction of the theoretical maximum amount of product (1.0 means a 100% yield; for example, 0.34 means a 34% yield). (1) The reactants are [Br:1][C:2]1[CH:3]=[CH:4][C:5]([N+]([O-])=O)=[N:6][CH:7]=1.[N:11]1[CH:16]=[CH:15][CH:14]=[CH:13][C:12]=1[NH2:17].[C:18](=[O:21])([O-])[O-].[Cs+].[Cs+].CC1(C)C2C(=C(P(C3C=CC=CC=3)C3C=CC=CC=3)C=CC=2)OC2C(P(C3C=CC=CC=3)C3C=CC=CC=3)=CC=CC1=2. The catalyst is C1C=CC(/C=C/C(/C=C/C2C=CC=CC=2)=O)=CC=1.C1C=CC(/C=C/C(/C=C/C2C=CC=CC=2)=O)=CC=1.C1C=CC(/C=C/C(/C=C/C2C=CC=CC=2)=O)=CC=1.[Pd].[Pd].O1CCOCC1. The product is [Br:1][C:2]1[CH:3]=[C:4]([NH:17][C:12]2[CH:13]=[CH:14][CH:15]=[CH:16][N:11]=2)[C:18](=[O:21])[N:6]([CH3:5])[CH:7]=1. The yield is 0.510. (2) The reactants are Cl.[NH2:2][C:3]1[CH:12]=[CH:11][C:6]2[CH2:7][O:8][B:9]([OH:10])[C:5]=2[CH:4]=1.C(N(CC)CC)C.[Cl:20][C:21]1[CH:29]=[C:28]([F:30])[CH:27]=[CH:26][C:22]=1[C:23](Cl)=[O:24].Cl. The catalyst is ClCCl. The product is [Cl:20][C:21]1[CH:29]=[C:28]([F:30])[CH:27]=[CH:26][C:22]=1[C:23]([NH:2][C:3]1[CH:12]=[CH:11][C:6]2[CH2:7][O:8][B:9]([OH:10])[C:5]=2[CH:4]=1)=[O:24]. The yield is 0.670. (3) The reactants are [NH2:1][C:2]([C:4]1[CH:5]=[C:6](Br)[CH:7]=[C:8]2[C:12]=1[NH:11][N:10]=[C:9]2[CH:13]1[CH2:18][CH2:17][N:16]([C:19]([O:21][C:22]([CH3:25])([CH3:24])[CH3:23])=[O:20])[CH2:15][CH2:14]1)=[O:3].[F:27][C:28]1[CH:29]=[C:30](B(O)O)[CH:31]=[CH:32][CH:33]=1.C(=O)([O-])[O-].[K+].[K+]. The catalyst is O1CCOCC1.O.C1C=CC([P]([Pd]([P](C2C=CC=CC=2)(C2C=CC=CC=2)C2C=CC=CC=2)([P](C2C=CC=CC=2)(C2C=CC=CC=2)C2C=CC=CC=2)[P](C2C=CC=CC=2)(C2C=CC=CC=2)C2C=CC=CC=2)(C2C=CC=CC=2)C2C=CC=CC=2)=CC=1. The product is [NH2:1][C:2]([C:4]1[CH:5]=[C:6]([C:32]2[CH:31]=[CH:30][CH:29]=[C:28]([F:27])[CH:33]=2)[CH:7]=[C:8]2[C:12]=1[NH:11][N:10]=[C:9]2[CH:13]1[CH2:18][CH2:17][N:16]([C:19]([O:21][C:22]([CH3:25])([CH3:24])[CH3:23])=[O:20])[CH2:15][CH2:14]1)=[O:3]. The yield is 0.680. (4) The catalyst is FC(F)(F)C(O)=O.ClCCl. The yield is 0.520. The reactants are [Br:1][C:2]1[C:3]([NH:35][CH2:36][CH2:37][CH2:38][N:39]([CH3:46])[C:40]([CH:42]2[CH2:45][CH2:44][CH2:43]2)=[O:41])=[N:4][C:5]([NH:8][C:9]2[CH:34]=[CH:33][C:12]([O:13][CH2:14][CH2:15][O:16][CH2:17][CH2:18][O:19][CH2:20][CH2:21][O:22][CH2:23][CH2:24][NH:25]C(=O)OC(C)(C)C)=[CH:11][CH:10]=2)=[N:6][CH:7]=1. The product is [NH2:25][CH2:24][CH2:23][O:22][CH2:21][CH2:20][O:19][CH2:18][CH2:17][O:16][CH2:15][CH2:14][O:13][C:12]1[CH:33]=[CH:34][C:9]([NH:8][C:5]2[N:4]=[C:3]([NH:35][CH2:36][CH2:37][CH2:38][N:39]([CH3:46])[C:40]([CH:42]3[CH2:45][CH2:44][CH2:43]3)=[O:41])[C:2]([Br:1])=[CH:7][N:6]=2)=[CH:10][CH:11]=1. (5) The reactants are [Cl:1][C:2]1[CH:26]=[CH:25][C:5]([CH2:6][C:7]2[C:20]([OH:21])=[C:19]([C:22]([OH:24])=[O:23])[C:18]3[C:9](=[C:10]4[C:15](=[CH:16][CH:17]=3)[CH2:14][CH2:13][NH:12][CH2:11]4)[N:8]=2)=[CH:4][CH:3]=1.C(O)(=O)C.C(N(CC)CC)C.[O:38]([C:40]#[N:41])[K].N1C=CC=CC=1. No catalyst specified. The product is [C:40]([N:12]1[CH2:11][C:10]2[C:15](=[CH:16][CH:17]=[C:18]3[C:9]=2[N:8]=[C:7]([CH2:6][C:5]2[CH:4]=[CH:3][C:2]([Cl:1])=[CH:26][CH:25]=2)[C:20]([OH:21])=[C:19]3[C:22]([OH:24])=[O:23])[CH2:14][CH2:13]1)(=[O:38])[NH2:41]. The yield is 0.220. (6) The reactants are [CH2:1]=O.[CH:3]1[C:15]2[CH:14]([CH2:16][O:17][C:18]([NH:20][C@@H:21]([CH2:25][O:26][C:27]3[CH:28]=[C:29]([CH3:33])[CH:30]=[CH:31][CH:32]=3)[C:22]([OH:24])=[O:23])=[O:19])[C:13]3[C:8](=[CH:9][CH:10]=[CH:11][CH:12]=3)[C:7]=2[CH:6]=[CH:5][CH:4]=1. The catalyst is C1(C)C=CC=CC=1.C1(C)C=CC(S(O)(=O)=O)=CC=1. The product is [O:23]=[C:22]1[O:24][CH2:1][N:20]([C:18]([O:17][CH2:16][CH:14]2[C:15]3[CH:3]=[CH:4][CH:5]=[CH:6][C:7]=3[C:8]3[C:13]2=[CH:12][CH:11]=[CH:10][CH:9]=3)=[O:19])[C@H:21]1[CH2:25][O:26][C:27]1[CH:28]=[C:29]([CH3:33])[CH:30]=[CH:31][CH:32]=1. The yield is 1.00. (7) The reactants are [N+:1]([C:4]1[CH:5]=[CH:6][CH:7]=[C:8]2[C:12]=1[NH:11][C:10]([C:13]([OH:15])=O)=[CH:9]2)([O-:3])=[O:2].[NH2:16][C@@H:17]([CH2:26][S:27][CH2:28][C:29]1[CH:34]=[CH:33][C:32]([O:35][CH3:36])=[CH:31][CH:30]=1)[CH2:18][O:19][C:20](=[O:25])[C:21]([CH3:24])([CH3:23])[CH3:22].C(Cl)CCl.C1C=CC2N(O)N=NC=2C=1.C(=O)(O)[O-].[Na+]. The catalyst is CN(C)C=O. The product is [CH3:36][O:35][C:32]1[CH:31]=[CH:30][C:29]([CH2:28][S:27][CH2:26][C@H:17]([NH:16][C:13]([C:10]2[NH:11][C:12]3[C:8]([CH:9]=2)=[CH:7][CH:6]=[CH:5][C:4]=3[N+:1]([O-:3])=[O:2])=[O:15])[CH2:18][O:19][C:20](=[O:25])[C:21]([CH3:24])([CH3:23])[CH3:22])=[CH:34][CH:33]=1. The yield is 0.710.